From a dataset of Reaction yield outcomes from USPTO patents with 853,638 reactions. Predict the reaction yield, written as a fraction of the theoretical maximum amount of product (1.0 means a 100% yield; for example, 0.34 means a 34% yield). The reactants are [Cl:1][C:2]1[CH:7]=[CH:6][CH:5]=[CH:4][C:3]=1[CH2:8][N:9]1[C:14](=[O:15])[CH:13]=[C:12]([OH:16])[N:11]=[C:10]1[C:17]1[C:22]([Cl:23])=[CH:21][CH:20]=[CH:19][C:18]=1[Cl:24].[Cl-].C[Al+]C.CCCCCC.ClC1C=CC=CC=1[CH2:38][NH2:39].ClC1C=CC=C(Cl)C=1C#N.C(OCC)(=O)[CH2:55][C:56]([O:58]CC)=[O:57].C[O-:66].[Na+].CO. The catalyst is C1(C)C=CC=CC=1.O.COCCO. The product is [Cl:1][C:2]1[CH:7]=[CH:6][CH:5]=[CH:4][C:3]=1[CH2:8][N:9]1[C:14](=[O:15])[C:13]([C:38]([NH:39][CH2:55][C:56]([OH:58])=[O:57])=[O:66])=[C:12]([OH:16])[N:11]=[C:10]1[C:17]1[C:18]([Cl:24])=[CH:19][CH:20]=[CH:21][C:22]=1[Cl:23]. The yield is 0.730.